Dataset: NCI-60 drug combinations with 297,098 pairs across 59 cell lines. Task: Regression. Given two drug SMILES strings and cell line genomic features, predict the synergy score measuring deviation from expected non-interaction effect. (1) Drug 1: CC1=C(C=C(C=C1)NC2=NC=CC(=N2)N(C)C3=CC4=NN(C(=C4C=C3)C)C)S(=O)(=O)N.Cl. Drug 2: CCC1(CC2CC(C3=C(CCN(C2)C1)C4=CC=CC=C4N3)(C5=C(C=C6C(=C5)C78CCN9C7C(C=CC9)(C(C(C8N6C=O)(C(=O)OC)O)OC(=O)C)CC)OC)C(=O)OC)O.OS(=O)(=O)O. Cell line: UACC-257. Synergy scores: CSS=34.9, Synergy_ZIP=4.27, Synergy_Bliss=9.44, Synergy_Loewe=-9.97, Synergy_HSA=6.37. (2) Drug 1: CN1C(=O)N2C=NC(=C2N=N1)C(=O)N. Drug 2: CC1C(C(CC(O1)OC2CC(OC(C2O)C)OC3=CC4=CC5=C(C(=O)C(C(C5)C(C(=O)C(C(C)O)O)OC)OC6CC(C(C(O6)C)O)OC7CC(C(C(O7)C)O)OC8CC(C(C(O8)C)O)(C)O)C(=C4C(=C3C)O)O)O)O. Cell line: A549. Synergy scores: CSS=45.0, Synergy_ZIP=0.162, Synergy_Bliss=0.00328, Synergy_Loewe=-38.6, Synergy_HSA=-0.404.